This data is from Forward reaction prediction with 1.9M reactions from USPTO patents (1976-2016). The task is: Predict the product of the given reaction. (1) Given the reactants [NH2:1][C:2]1[CH:3]=[N:4][CH:5]=[N:6][CH:7]=1.C[Si]([N-][Si](C)(C)C)(C)C.[Na+].[Cl:18][C:19]1[N:24]=[C:23]([N:25]2[CH2:30][CH2:29][O:28][CH2:27][CH2:26]2)[C:22]([N+:31]([O-:33])=[O:32])=[C:21](Cl)[N:20]=1.C(O)(=O)C, predict the reaction product. The product is: [Cl:18][C:19]1[N:20]=[C:21]([NH:1][C:2]2[CH:3]=[N:4][CH:5]=[N:6][CH:7]=2)[C:22]([N+:31]([O-:33])=[O:32])=[C:23]([N:25]2[CH2:30][CH2:29][O:28][CH2:27][CH2:26]2)[N:24]=1. (2) Given the reactants Br[C:2]1[N:3]=[C:4]2[C:10]([C:11](=[O:16])[C:12]([CH3:15])([CH3:14])[CH3:13])=[CH:9][NH:8][C:5]2=[N:6][CH:7]=1.Cl.[NH2:18][CH2:19][C:20]1[CH:21]=[C:22](B(O)O)[CH:23]=[CH:24][CH:25]=1.[NH4+].[OH-].CO, predict the reaction product. The product is: [NH2:18][CH2:19][C:20]1[CH:25]=[C:24]([C:2]2[N:3]=[C:4]3[C:10]([C:11](=[O:16])[C:12]([CH3:15])([CH3:14])[CH3:13])=[CH:9][NH:8][C:5]3=[N:6][CH:7]=2)[CH:23]=[CH:22][CH:21]=1. (3) Given the reactants [F:1][C:2]([F:8])([S:5]([O-:7])=[O:6])[CH2:3][OH:4].[CH2:9]([NH+:11]([CH2:14][CH3:15])[CH2:12][CH3:13])[CH3:10].[OH:16]O, predict the reaction product. The product is: [F:1][C:2]([F:8])([S:5]([O-:16])(=[O:7])=[O:6])[CH2:3][OH:4].[CH2:9]([NH+:11]([CH2:14][CH3:15])[CH2:12][CH3:13])[CH3:10]. (4) Given the reactants [O:1]=[C:2]1[C:10]2([CH2:15][CH2:14][CH2:13][CH2:12][CH2:11]2)[C:9]2[C:4](=[CH:5][CH:6]=[C:7]([C:16]3[CH:17]=[C:18]([CH:21]=[C:22]([F:24])[CH:23]=3)[C:19]#[N:20])[CH:8]=2)[NH:3]1.C([O-])(=O)C.[K+].[Br:30]Br, predict the reaction product. The product is: [Br:30][C:5]1[CH:6]=[C:7]([C:16]2[CH:17]=[C:18]([CH:21]=[C:22]([F:24])[CH:23]=2)[C:19]#[N:20])[CH:8]=[C:9]2[C:4]=1[NH:3][C:2](=[O:1])[C:10]12[CH2:11][CH2:12][CH2:13][CH2:14][CH2:15]1. (5) Given the reactants C(OC([NH:11][C@H:12]1[CH2:17][CH2:16][N:15]([C:18]2[O:19][C:20]([C:24]([O:26][CH2:27][CH3:28])=[O:25])=[C:21]([CH3:23])[N:22]=2)[CH2:14][C@H:13]1[O:29][CH3:30])=O)C1C=CC=CC=1.C(OCC)(=O)C, predict the reaction product. The product is: [NH2:11][C@H:12]1[CH2:17][CH2:16][N:15]([C:18]2[O:19][C:20]([C:24]([O:26][CH2:27][CH3:28])=[O:25])=[C:21]([CH3:23])[N:22]=2)[CH2:14][C@H:13]1[O:29][CH3:30]. (6) Given the reactants II.[CH2:3]([N:5]1[C:9]([O:10][C:11]2[CH:16]=[CH:15][C:14]([CH:17]=O)=[CH:13][CH:12]=2)=[CH:8][C:7]([C:19]2[CH:20]=[C:21]([C:25]3([NH:29][S:30]([CH2:33][C:34]([F:37])([F:36])[F:35])(=[O:32])=[O:31])[CH2:28][O:27][CH2:26]3)[CH:22]=[CH:23][CH:24]=2)=[N:6]1)[CH3:4].[O-]S([O-])(=S)=O.[Na+].[Na+].[NH4+:45].[OH-], predict the reaction product. The product is: [C:17]([C:14]1[CH:13]=[CH:12][C:11]([O:10][C:9]2[N:5]([CH2:3][CH3:4])[N:6]=[C:7]([C:19]3[CH:20]=[C:21]([C:25]4([NH:29][S:30]([CH2:33][C:34]([F:36])([F:35])[F:37])(=[O:31])=[O:32])[CH2:28][O:27][CH2:26]4)[CH:22]=[CH:23][CH:24]=3)[CH:8]=2)=[CH:16][CH:15]=1)#[N:45]. (7) Given the reactants [O:1]=[C:2]1[CH2:10][C:9]2[C:4](=[CH:5][CH:6]=[C:7]([S:11](Cl)(=[O:13])=[O:12])[CH:8]=2)[NH:3]1.Br[CH2:16][C:17]1[CH:22]=[CH:21][CH:20]=[CH:19][CH:18]=1, predict the reaction product. The product is: [C:17]1([CH2:16][S:11]([C:7]2[CH:8]=[C:9]3[C:4](=[CH:5][CH:6]=2)[NH:3][C:2](=[O:1])[CH2:10]3)(=[O:13])=[O:12])[CH:22]=[CH:21][CH:20]=[CH:19][CH:18]=1. (8) Given the reactants [Li+].[OH-:2].OO.[Cl:5][C:6]1[CH:41]=[CH:40][C:9]([CH2:10][O:11][C:12]2[CH:17]=[CH:16][C:15]([C@@H:18]([C:35]3[CH:39]=[CH:38][O:37][N:36]=3)[CH2:19]C(N3[C@@H](CC4C=CC=CC=4)COC3=O)=O)=[CH:14][CH:13]=2)=[CH:8][C:7]=1[O:42][C:43]([F:46])([F:45])[F:44].C1[CH2:51][O:50]CC1, predict the reaction product. The product is: [Cl:5][C:6]1[CH:41]=[CH:40][C:9]([CH2:10][O:11][C:12]2[CH:17]=[CH:16][C:15]([C@@H:18]([C:35]3[CH:39]=[CH:38][O:37][N:36]=3)[CH2:19][C:51]([OH:50])=[O:2])=[CH:14][CH:13]=2)=[CH:8][C:7]=1[O:42][C:43]([F:45])([F:44])[F:46]. (9) Given the reactants C([O:3]CC(O)COCC)C.N1C=CC=CC=1.[Br:17][C:18]1[CH:23]=[CH:22][C:21]([Br:24])=[CH:20][C:19]=1[C:25]1[CH:30]=[CH:29][C:28]([S:31](Cl)(=[O:33])=[O:32])=[CH:27][CH:26]=1, predict the reaction product. The product is: [Br:17][C:18]1[CH:23]=[CH:22][C:21]([Br:24])=[CH:20][C:19]=1[C:25]1[CH:30]=[CH:29][C:28]([S:31]([OH:33])(=[O:3])=[O:32])=[CH:27][CH:26]=1.